Dataset: Reaction yield outcomes from USPTO patents with 853,638 reactions. Task: Predict the reaction yield, written as a fraction of the theoretical maximum amount of product (1.0 means a 100% yield; for example, 0.34 means a 34% yield). (1) The reactants are [Cl:1][C:2]1[C:3]([CH3:26])=[N:4][O:5][C:6]=1[N:7]([CH2:20][O:21][CH2:22][CH2:23][O:24][CH3:25])[S:8]([C:11]1[C:19]2[C:14](=[N:15][CH:16]=[CH:17][CH:18]=2)[S:13][CH:12]=1)(=[O:10])=[O:9].[Li]C(C)(C)C.[CH3:32][C:33]1[CH:40]=[C:39]2[O:41][CH2:42][O:43][C:38]2=[CH:37][C:34]=1[CH:35]=[O:36]. The catalyst is C1COCC1. The product is [Cl:1][C:2]1[C:3]([CH3:26])=[N:4][O:5][C:6]=1[N:7]([CH2:20][O:21][CH2:22][CH2:23][O:24][CH3:25])[S:8]([C:11]1[C:19]2[C:14](=[N:15][CH:16]=[CH:17][CH:18]=2)[S:13][C:12]=1[CH:35]([OH:36])[C:34]1[CH:37]=[C:38]2[O:43][CH2:42][O:41][C:39]2=[CH:40][C:33]=1[CH3:32])(=[O:9])=[O:10]. The yield is 0.380. (2) The reactants are [CH3:1][C:2](OC(C)=O)=[O:3].CCN(CC)CC.[CH3:15][O:16][C:17]([C:19]1[S:20][C:21]([CH2:24][CH2:25][CH2:26][C@@H:27]2[C@@H:31]([C:32]3[CH:37]=[CH:36][C:35]([CH:38]([O:44][CH2:45][C:46]4[CH:51]=[CH:50][C:49]([O:52][CH3:53])=[CH:48][CH:47]=4)[CH2:39][CH2:40][CH2:41][CH2:42][CH3:43])=[CH:34][CH:33]=3)[C:30](=[O:54])[CH:29]([OH:55])[CH:28]2[OH:56])=[CH:22][CH:23]=1)=[O:18].[C:57](OCC)(=[O:59])[CH3:58]. The catalyst is CN(C1C=CN=CC=1)C.C(Cl)CCl. The product is [CH3:15][O:16][C:17]([C:19]1[S:20][C:21]([CH2:24][CH2:25][CH2:26][C@@H:27]2[C@@H:31]([C:32]3[CH:37]=[CH:36][C:35]([CH:38]([O:44][CH2:45][C:46]4[CH:51]=[CH:50][C:49]([O:52][CH3:53])=[CH:48][CH:47]=4)[CH2:39][CH2:40][CH2:41][CH2:42][CH3:43])=[CH:34][CH:33]=3)[C:30](=[O:54])[CH:29]([O:55][C:2](=[O:3])[CH3:1])[CH:28]2[O:56][C:57](=[O:59])[CH3:58])=[CH:22][CH:23]=1)=[O:18]. The yield is 0.510. (3) The reactants are Cl[C:2]1[CH:7]=[C:6]([O:8][C:9]2[CH:10]=[CH:11][C:12]([N:16]3[C:20](=[O:21])[NH:19][C:18]([CH:22]4[CH2:25][CH2:24][CH2:23]4)=[N:17]3)=[N:13][C:14]=2[CH3:15])[CH:5]=[CH:4][N:3]=1.[CH3:26][N:27]1[CH:31]=[C:30](B2OC(C)(C)C(C)(C)O2)[CH:29]=[N:28]1.C([O-])([O-])=O.[Cs+].[Cs+]. The catalyst is C(#N)C.C1C=CC([P]([Pd]([P](C2C=CC=CC=2)(C2C=CC=CC=2)C2C=CC=CC=2)([P](C2C=CC=CC=2)(C2C=CC=CC=2)C2C=CC=CC=2)[P](C2C=CC=CC=2)(C2C=CC=CC=2)C2C=CC=CC=2)(C2C=CC=CC=2)C2C=CC=CC=2)=CC=1. The product is [CH:22]1([C:18]2[NH:19][C:20](=[O:21])[N:16]([C:12]3[CH:11]=[CH:10][C:9]([O:8][C:6]4[CH:5]=[CH:4][N:3]=[C:2]([C:30]5[CH:29]=[N:28][N:27]([CH3:26])[CH:31]=5)[CH:7]=4)=[C:14]([CH3:15])[N:13]=3)[N:17]=2)[CH2:25][CH2:24][CH2:23]1. The yield is 0.150. (4) The reactants are [F:1][C:2]1[CH:7]=[CH:6][CH:5]=[C:4]([O:8][CH3:9])[C:3]=1[OH:10].F[C:12]1[CH:17]=[CH:16][C:15]([F:18])=[CH:14][C:13]=1[N+:19]([O-:21])=[O:20].[F:22][C:23]1[CH:24]=[CH:25][C:26]([O:30][C:31]2[C:36]([O:37][CH3:38])=[CH:35][CH:34]=[CH:33][C:32]=2[F:39])=[C:27]([CH:29]=1)[NH2:28].[NH2:40][C:41]1[S:42][CH:43]=[CH:44][N:45]=1. No catalyst specified. The product is [F:18][C:15]1[CH:16]=[CH:17][C:12]([O:10][C:3]2[C:4]([O:8][CH3:9])=[CH:5][CH:6]=[CH:7][C:2]=2[F:1])=[C:13]([N+:19]([O-:21])=[O:20])[CH:14]=1.[F:22][C:23]1[CH:24]=[CH:25][C:26]([O:30][C:31]2[C:36]([O:37][CH3:38])=[CH:35][CH:34]=[CH:33][C:32]=2[F:39])=[C:27]([NH:28][C:3]([NH:40][C:41]2[S:42][CH:43]=[CH:44][N:45]=2)=[O:10])[CH:29]=1. The yield is 0.650. (5) The reactants are [NH:1]1[CH2:6][CH2:5][O:4][CH2:3][CH2:2]1.Cl.C(N=C=NCCCN(C)C)C.[CH3:19][O:20][C:21]1[C:22](=[O:48])[C:23]([CH3:47])=[C:24]([CH2:30][C:31]2[CH:32]=[CH:33][C:34]([O:40][C:41]3[CH:46]=[CH:45][CH:44]=[CH:43][CH:42]=3)=[C:35]([CH:39]=2)[C:36](O)=[O:37])[C:25](=[O:29])[C:26]=1[O:27][CH3:28]. The catalyst is C(Cl)Cl. The product is [CH3:19][O:20][C:21]1[C:22](=[O:48])[C:23]([CH3:47])=[C:24]([CH2:30][C:31]2[CH:32]=[CH:33][C:34]([O:40][C:41]3[CH:46]=[CH:45][CH:44]=[CH:43][CH:42]=3)=[C:35]([CH:39]=2)[C:36]([N:1]2[CH2:6][CH2:5][O:4][CH2:3][CH2:2]2)=[O:37])[C:25](=[O:29])[C:26]=1[O:27][CH3:28]. The yield is 0.490.